Dataset: Full USPTO retrosynthesis dataset with 1.9M reactions from patents (1976-2016). Task: Predict the reactants needed to synthesize the given product. (1) Given the product [CH3:18][S:19]([N:1]1[CH:5]=[CH:4][C:3]([C:6]2[C:15]3[C:10](=[CH:11][CH:12]=[C:13]([C:16]#[N:17])[CH:14]=3)[N:9]=[CH:8][CH:7]=2)=[N:2]1)(=[O:21])=[O:20], predict the reactants needed to synthesize it. The reactants are: [NH:1]1[CH:5]=[CH:4][C:3]([C:6]2[C:15]3[C:10](=[CH:11][CH:12]=[C:13]([C:16]#[N:17])[CH:14]=3)[N:9]=[CH:8][CH:7]=2)=[N:2]1.[CH3:18][S:19](Cl)(=[O:21])=[O:20]. (2) Given the product [OH:1][C:2]1[CH:3]=[C:4]([CH:8]([C:9]([CH3:11])=[CH2:10])[CH2:12][C:13]([OH:21])=[O:14])[CH:5]=[CH:6][CH:7]=1, predict the reactants needed to synthesize it. The reactants are: [OH:1][C:2]1[CH:3]=[C:4]([CH:8]([CH:12]2C(=O)OC(C)(C)[O:14][C:13]2=[O:21])[C:9]([CH3:11])=[CH2:10])[CH:5]=[CH:6][CH:7]=1.OC1C=C(C(CC=C)CC(O)=O)C=CC=1.